Dataset: Retrosynthesis with 50K atom-mapped reactions and 10 reaction types from USPTO. Task: Predict the reactants needed to synthesize the given product. (1) Given the product COc1ccc(C(=O)c2ccc(Cl)cc2C(=O)O)cc1, predict the reactants needed to synthesize it. The reactants are: COc1ccc(C(=O)N(C)OC)cc1.O=C(O)c1cc(Cl)ccc1Br. (2) Given the product CC(C)(C)OC(=O)N[C@@H]1CCN(Cc2ccc3ccccc3c2)C1, predict the reactants needed to synthesize it. The reactants are: CC(C)(C)OC(=O)N[C@@H]1CCNC1.O=Cc1ccc2ccccc2c1. (3) Given the product Cc1ccc(C#Cc2ccc(NC(=O)OC(C)(C)C)c([N+](=O)[O-])c2)cc1, predict the reactants needed to synthesize it. The reactants are: C#Cc1ccc(C)cc1.CC(C)(C)OC(=O)Nc1ccc(I)cc1[N+](=O)[O-]. (4) The reactants are: CC(C)(C1CCCCC1)C1CCC(N)CC1.CC(CCl)OC(C)CCl. Given the product CC1CN(C2CCC(C(C)(C)C3CCCCC3)CC2)CC(C)O1, predict the reactants needed to synthesize it. (5) Given the product NNc1cc(C(c2cc(F)ccc2F)S(=O)(=O)c2ccc(Cl)cc2)c(Cl)cn1, predict the reactants needed to synthesize it. The reactants are: NN.O=S(=O)(c1ccc(Cl)cc1)C(c1cc(F)ccc1F)c1cc(Cl)ncc1Cl. (6) Given the product CCOc1cc(Nc2nc(N[C@@H](C)c3ncc(F)cn3)ccc2[N+](=O)[O-])n[nH]1, predict the reactants needed to synthesize it. The reactants are: CCOc1cc(Nc2nc(Cl)ccc2[N+](=O)[O-])n[nH]1.C[C@H](N)c1ncc(F)cn1. (7) Given the product CCc1ccc(-c2ccc(Cl)cc2Cl)cc1C1OC12C(=O)C(C)(C)OC2(C)C, predict the reactants needed to synthesize it. The reactants are: CCc1ccc(-c2ccc(Cl)cc2Cl)cc1C=C1C(=O)C(C)(C)OC1(C)C.OO.